Dataset: Catalyst prediction with 721,799 reactions and 888 catalyst types from USPTO. Task: Predict which catalyst facilitates the given reaction. (1) Reactant: [I-].[CH2:2]([N+:6]1[C:10]([CH3:11])=[C:9]([CH3:12])[S:8][C:7]=1[CH3:13])[CH2:3][CH2:4][CH3:5].[F:14][C:15]([F:26])([F:25])[C:16]1[CH:17]=[C:18]([CH:22]=[CH:23][CH:24]=1)[C:19](Cl)=[O:20]. Product: [CH2:2]([N:6]1[C:10]([CH3:11])=[C:9]([CH3:12])[S:8]/[C:7]/1=[CH:13]\[C:19]([C:18]1[CH:22]=[CH:23][CH:24]=[C:16]([C:15]([F:14])([F:25])[F:26])[CH:17]=1)=[O:20])[CH2:3][CH2:4][CH3:5]. The catalyst class is: 142. (2) Reactant: [CH2:1]([C:3]1[N:4]=[C:5]([C:8]2[CH:32]=[CH:31][C:11]([O:12][CH2:13][CH2:14][O:15][C:16]3[CH:17]=[C:18]4[C:22](=[CH:23][CH:24]=3)[C@H:21]([CH2:25][C:26]([O:28]CC)=[O:27])[CH2:20][CH2:19]4)=[C:10]([CH2:33][CH2:34][CH3:35])[CH:9]=2)[S:6][CH:7]=1)[CH3:2].O[Li].O. Product: [CH2:1]([C:3]1[N:4]=[C:5]([C:8]2[CH:32]=[CH:31][C:11]([O:12][CH2:13][CH2:14][O:15][C:16]3[CH:17]=[C:18]4[C:22](=[CH:23][CH:24]=3)[C@H:21]([CH2:25][C:26]([OH:28])=[O:27])[CH2:20][CH2:19]4)=[C:10]([CH2:33][CH2:34][CH3:35])[CH:9]=2)[S:6][CH:7]=1)[CH3:2]. The catalyst class is: 20. (3) The catalyst class is: 7. Product: [CH3:1][NH:2][C:3]([N:5]1[C:13]2[C:8](=[CH:9][C:10]([O:14][C:15]3[C:20]([C:21]#[N:22])=[CH:19][N:18]=[C:17]([NH:23][C:27]([N:26]4[CH2:29][CH2:30][CH2:25][CH2:24]4)=[O:33])[CH:16]=3)=[CH:11][CH:12]=2)[CH:7]=[CH:6]1)=[O:4]. Reactant: [CH3:1][NH:2][C:3]([N:5]1[C:13]2[C:8](=[CH:9][C:10]([O:14][C:15]3[C:20]([C:21]#[N:22])=[CH:19][N:18]=[C:17]([NH2:23])[CH:16]=3)=[CH:11][CH:12]=2)[CH:7]=[CH:6]1)=[O:4].[CH2:24]([N:26]([CH2:29][CH3:30])[CH2:27]C)[CH3:25].ClC(OC1C=CC=CC=1)=[O:33].O. (4) Reactant: [F:1][C:2]1[CH:22]=[CH:21][C:5]([CH2:6][O:7][CH2:8][C:9]([NH:11][CH2:12][CH2:13][CH2:14][CH:15]2[CH2:20][CH2:19][NH:18][CH2:17][CH2:16]2)=[O:10])=[CH:4][CH:3]=1.C(N(CC)CC)C.[CH3:30][O:31][C:32]1[CH:33]=[C:34]([N:40]=[C:41]=[O:42])[CH:35]=[CH:36][C:37]=1[O:38][CH3:39]. Product: [F:1][C:2]1[CH:22]=[CH:21][C:5]([CH2:6][O:7][CH2:8][C:9]([NH:11][CH2:12][CH2:13][CH2:14][CH:15]2[CH2:16][CH2:17][N:18]([C:41]([NH:40][C:34]3[CH:35]=[CH:36][C:37]([O:38][CH3:39])=[C:32]([O:31][CH3:30])[CH:33]=3)=[O:42])[CH2:19][CH2:20]2)=[O:10])=[CH:4][CH:3]=1. The catalyst class is: 1. (5) Reactant: [C:1]([N:8]1[CH2:15][C@@H:14]([N:16]([C:25](=[O:27])[CH3:26])[CH:17]2[CH2:22][CH2:21][C:20]([CH3:24])([CH3:23])[CH2:19][CH2:18]2)[CH2:13][C@H:9]1[C:10](O)=[O:11])([O:3][C:4]([CH3:7])([CH3:6])[CH3:5])=[O:2].CCN(C(C)C)C(C)C.[CH3:37][N:38]1[CH2:43][CH2:42][NH:41][CH2:40][CH2:39]1.CN(C(ON1N=NC2C=CC=CC1=2)=[N+](C)C)C.F[P-](F)(F)(F)(F)F. Product: [C:1]([N:8]1[CH2:15][C@@H:14]([N:16]([C:25](=[O:27])[CH3:26])[CH:17]2[CH2:22][CH2:21][C:20]([CH3:23])([CH3:24])[CH2:19][CH2:18]2)[CH2:13][C@H:9]1[C:10]([N:41]1[CH2:42][CH2:43][N:38]([CH3:37])[CH2:39][CH2:40]1)=[O:11])([O:3][C:4]([CH3:5])([CH3:6])[CH3:7])=[O:2]. The catalyst class is: 3. (6) Reactant: [F:1][C:2]1[CH:3]=[C:4]([N:10]2[C:14](=[O:15])[CH2:13][CH:12]([C:16]([OH:18])=O)[CH2:11]2)[CH:5]=[CH:6][C:7]=1[O:8][CH3:9].Cl.[CH3:20][O:21][NH:22][CH3:23].C1C=CC2N(O)N=NC=2C=1.CCN(CC)CC.C(Cl)CCl. Product: [F:1][C:2]1[CH:3]=[C:4]([N:10]2[C:14](=[O:15])[CH2:13][CH:12]([C:16]([N:22]([O:21][CH3:20])[CH3:23])=[O:18])[CH2:11]2)[CH:5]=[CH:6][C:7]=1[O:8][CH3:9]. The catalyst class is: 31.